Predict which catalyst facilitates the given reaction. From a dataset of Catalyst prediction with 721,799 reactions and 888 catalyst types from USPTO. (1) Reactant: [NH2:1][C:2]1[CH:7]=[CH:6][C:5]([F:8])=[CH:4][N:3]=1.C(N(CC)CC)C.[C:16](Cl)(=[O:21])[C:17]([CH3:20])([CH3:19])[CH3:18]. Product: [F:8][C:5]1[CH:6]=[CH:7][C:2]([NH:1][C:16](=[O:21])[C:17]([CH3:20])([CH3:19])[CH3:18])=[N:3][CH:4]=1. The catalyst class is: 4. (2) Reactant: [Br:1][C:2]1[CH:3]=[CH:4][C:5]2[C:9]([CH:10]=1)=[N:8][N:7]([C:11]1[CH:16]=[CH:15][C:14]([F:17])=[CH:13][CH:12]=1)[C:6]=2Cl.[C-:19]#[N:20].[Na+]. Product: [Br:1][C:2]1[CH:3]=[CH:4][C:5]2[C:9]([CH:10]=1)=[N:8][N:7]([C:11]1[CH:16]=[CH:15][C:14]([F:17])=[CH:13][CH:12]=1)[C:6]=2[C:19]#[N:20]. The catalyst class is: 3. (3) Product: [ClH:21].[Cl:21][CH2:14][C:13]1[C:4]([NH:3][CH2:1][CH3:2])=[N:5][C:6]2[C:11]([CH:12]=1)=[CH:10][C:9]([O:16][CH3:17])=[C:8]([F:18])[CH:7]=2. The catalyst class is: 2. Reactant: [CH2:1]([NH:3][C:4]1[C:13]([CH2:14]O)=[CH:12][C:11]2[C:6](=[CH:7][C:8]([F:18])=[C:9]([O:16][CH3:17])[CH:10]=2)[N:5]=1)[CH3:2].O=S(Cl)[Cl:21]. (4) Reactant: O=P(Cl)(Cl)[Cl:3].[O:6]1[CH2:10][CH2:9][O:8][C:7]21[CH2:15][CH2:14][C:13]1[C:16]3[C:21](=O)[NH:20][CH:19]=[N:18][C:17]=3[S:23][C:12]=1[CH2:11]2. Product: [Cl:3][C:21]1[C:16]2[C:13]3[CH2:14][CH2:15][C:7]4([CH2:11][C:12]=3[S:23][C:17]=2[N:18]=[CH:19][N:20]=1)[O:8][CH2:9][CH2:10][O:6]4. The catalyst class is: 66. (5) Reactant: [Br:1]N1C(=O)CCC1=O.[CH3:9][C:10]1[N:11]=[C:12]2[C:17](=[C:18]3[C:23]=1[CH:22]=[CH:21][CH:20]=[CH:19]3)[CH:16]=[CH:15][CH:14]=[CH:13]2. Product: [Br:1][CH2:9][C:10]1[N:11]=[C:12]2[C:17](=[C:18]3[C:23]=1[CH:22]=[CH:21][CH:20]=[CH:19]3)[CH:16]=[CH:15][CH:14]=[CH:13]2. The catalyst class is: 48.